Dataset: Full USPTO retrosynthesis dataset with 1.9M reactions from patents (1976-2016). Task: Predict the reactants needed to synthesize the given product. Given the product [OH:40][CH2:41][CH2:42][N:43]([CH2:44][CH2:45][OH:46])[CH2:13][CH2:12][CH2:11][CH2:10][CH2:9][C@H:6]1[CH2:5][CH2:4][C@H:3]([N:2]([CH3:1])[S:34]([C:31]2[CH:32]=[CH:33][C:28]([C:27]([F:39])([F:38])[F:26])=[CH:29][CH:30]=2)(=[O:36])=[O:35])[CH2:8][CH2:7]1, predict the reactants needed to synthesize it. The reactants are: [CH3:1][NH:2][C@H:3]1[CH2:8][CH2:7][C@H:6]([CH2:9][CH2:10][CH2:11][CH2:12][CH2:13]OS(C)(=O)=O)[CH2:5][CH2:4]1.FC(F)(F)C(O)=O.[F:26][C:27]([F:39])([F:38])[C:28]1[CH:33]=[CH:32][C:31]([S:34](Cl)(=[O:36])=[O:35])=[CH:30][CH:29]=1.[OH:40][CH2:41][CH2:42][NH:43][CH2:44][CH2:45][OH:46].